This data is from Full USPTO retrosynthesis dataset with 1.9M reactions from patents (1976-2016). The task is: Predict the reactants needed to synthesize the given product. (1) Given the product [F:7][C:17]1([C:14]2[CH:13]=[CH:12][C:11]([F:10])=[CH:16][CH:15]=2)[CH2:22][CH2:21][CH2:20][N:19]2[N:23]=[C:24](/[CH:26]=[CH:27]/[C:28]3[CH:33]=[CH:32][C:31]([N:34]4[CH:38]=[C:37]([CH3:39])[N:36]=[CH:35]4)=[C:30]([O:40][CH3:41])[CH:29]=3)[N:25]=[C:18]12.[F:10][C:11]1[CH:12]=[CH:13][C:14]([C:17]2[C:18]3[N:19]([N:23]=[C:24](/[CH:26]=[CH:27]/[C:28]4[CH:33]=[CH:32][C:31]([N:34]5[CH:38]=[C:37]([CH3:39])[N:36]=[CH:35]5)=[C:30]([O:40][CH3:41])[CH:29]=4)[N:25]=3)[CH2:20][CH2:21][CH:22]=2)=[CH:15][CH:16]=1, predict the reactants needed to synthesize it. The reactants are: CCN(S(F)(F)[F:7])CC.[F:10][C:11]1[CH:16]=[CH:15][C:14]([CH:17]2[CH2:22][CH2:21][CH2:20][N:19]3[N:23]=[C:24](/[CH:26]=[CH:27]/[C:28]4[CH:33]=[CH:32][C:31]([N:34]5[CH:38]=[C:37]([CH3:39])[N:36]=[CH:35]5)=[C:30]([O:40][CH3:41])[CH:29]=4)[N:25]=[C:18]23)=[CH:13][CH:12]=1.C(OCC)(=O)C.O.C(=O)(O)[O-].[Na+]. (2) The reactants are: [I:1][C:2]1[CH:7]=[CH:6][N:5]=[C:4]2[NH:8][N:9]=[C:10]([C:11]([F:14])([F:13])[F:12])[C:3]=12.C(=O)([O-])[O-].[Cs+].[Cs+].[Cl:21][C:22]1[CH:23]=[C:24]([CH:27]=[CH:28][C:29]=1F)[C:25]#[N:26].C(OCC)(=O)C. Given the product [Cl:21][C:22]1[CH:23]=[C:24]([CH:27]=[CH:28][C:29]=1[N:8]1[C:4]2=[N:5][CH:6]=[CH:7][C:2]([I:1])=[C:3]2[C:10]([C:11]([F:14])([F:12])[F:13])=[N:9]1)[C:25]#[N:26], predict the reactants needed to synthesize it. (3) Given the product [Si:36]([O:43][C:44]1[C:45]([F:55])=[C:46]([CH:47]([C:9]2[N:10]([C:12]([C:25]3[CH:26]=[CH:27][CH:28]=[CH:29][CH:30]=3)([C:13]3[CH:18]=[CH:17][CH:16]=[CH:15][CH:14]=3)[C:19]3[CH:20]=[CH:21][CH:22]=[CH:23][CH:24]=3)[CH:11]=[C:7]([C:1]3[CH:6]=[CH:5][CH:4]=[CH:3][CH:2]=3)[N:8]=2)[OH:48])[CH:49]=[C:50]([O:52][CH2:53][CH3:54])[CH:51]=1)([C:39]([CH3:40])([CH3:42])[CH3:41])([CH3:38])[CH3:37], predict the reactants needed to synthesize it. The reactants are: [C:1]1([C:7]2[N:8]=[CH:9][N:10]([C:12]([C:25]3[CH:30]=[CH:29][CH:28]=[CH:27][CH:26]=3)([C:19]3[CH:24]=[CH:23][CH:22]=[CH:21][CH:20]=3)[C:13]3[CH:18]=[CH:17][CH:16]=[CH:15][CH:14]=3)[CH:11]=2)[CH:6]=[CH:5][CH:4]=[CH:3][CH:2]=1.[Li]CCCC.[Si:36]([O:43][C:44]1[C:45]([F:55])=[C:46]([CH:49]=[C:50]([O:52][CH2:53][CH3:54])[CH:51]=1)[CH:47]=[O:48])([C:39]([CH3:42])([CH3:41])[CH3:40])([CH3:38])[CH3:37].[NH4+].[Cl-]. (4) Given the product [Cl:1][C:2]1[CH:3]=[C:4]([CH3:29])[C:5]([NH:10][C:9]([C:11]2[N:15]([C:16]3[C:21]([Cl:22])=[CH:20][CH:19]=[CH:18][N:17]=3)[N:14]=[C:13]([C:23]([F:26])([F:25])[F:24])[CH:12]=2)=[O:8])=[C:6]([C:7]([NH:31][NH2:32])=[O:27])[CH:28]=1, predict the reactants needed to synthesize it. The reactants are: [Cl:1][C:2]1[CH:3]=[C:4]([CH3:29])[C:5]2[N:10]=[C:9]([C:11]3[N:15]([C:16]4[C:21]([Cl:22])=[CH:20][CH:19]=[CH:18][N:17]=4)[N:14]=[C:13]([C:23]([F:26])([F:25])[F:24])[CH:12]=3)[O:8][C:7](=[O:27])[C:6]=2[CH:28]=1.O.[NH2:31][NH2:32].O1CCCC1.O. (5) Given the product [Br:33][C:34]1[CH:39]=[C:38]([F:40])[C:37]([Br:41])=[CH:36][C:35]=1[CH2:42][NH:43][C:25]([C:23]1[N:24]=[C:15]2[C:16]3([NH:85][C:86](=[O:90])[C:68]([N:72]([CH3:73])[CH3:74])=[O:67])[CH2:19][CH2:20][CH:12]([CH2:18][CH2:17]3)[CH2:13][N:14]2[C:21](=[O:31])[C:22]=1[OH:30])=[O:26], predict the reactants needed to synthesize it. The reactants are: C(OC(N[C:12]12[CH2:20][CH2:19][CH:16]([CH2:17][CH2:18]1)[CH2:15][N:14]1[C:21](=[O:31])[C:22]([OH:30])=[C:23]([C:25](OCC)=[O:26])[N:24]=[C:13]21)=O)C1C=CC=CC=1.Cl.[Br:33][C:34]1[CH:39]=[C:38]([F:40])[C:37]([Br:41])=[CH:36][C:35]=1[CH2:42][NH2:43].CCN(CC)CC.F[P-](F)(F)(F)(F)F.N1([O:67][C:68]([N:72]([CH3:74])[CH3:73])=[N+](C)C)C2N=CC=CC=2N=N1.C(N(C(C)C)CC)(C)C.C[N:85](C)[C:86](=[O:90])C(O)=O.N(C)C.CO. (6) Given the product [Br:1][C:2]1[CH:7]=[C:6]([N+:10]([O-:12])=[O:11])[C:5]([CH3:8])=[CH:4][C:3]=1[CH3:9], predict the reactants needed to synthesize it. The reactants are: [Br:1][C:2]1[CH:7]=[CH:6][C:5]([CH3:8])=[CH:4][C:3]=1[CH3:9].[N+:10]([O-])([OH:12])=[O:11].